Dataset: Full USPTO retrosynthesis dataset with 1.9M reactions from patents (1976-2016). Task: Predict the reactants needed to synthesize the given product. (1) Given the product [CH:18]1([NH:23][C:2]2[N:10]=[CH:9][N:8]=[C:7]3[C:3]=2[N:4]=[C:5]([C:12]2[CH:17]=[CH:16][CH:15]=[CH:14][CH:13]=2)[N:6]3[CH3:11])[CH2:22][CH2:21][CH2:20][CH2:19]1, predict the reactants needed to synthesize it. The reactants are: Cl[C:2]1[N:10]=[CH:9][N:8]=[C:7]2[C:3]=1[N:4]=[C:5]([C:12]1[CH:17]=[CH:16][CH:15]=[CH:14][CH:13]=1)[N:6]2[CH3:11].[CH:18]1([NH2:23])[CH2:22][CH2:21][CH2:20][CH2:19]1. (2) Given the product [CH2:8]=[CH:9][CH2:10][CH2:11][O:4][CH2:3][CH2:2][CH2:1][OH:5], predict the reactants needed to synthesize it. The reactants are: [CH2:1]([OH:5])[CH2:2][CH2:3][OH:4].[OH-].[K+].[CH2:8]=[CH:9][CH2:10][CH2:11]OS(C1C=CC(C)=CC=1)(=O)=O.Cl.